This data is from Forward reaction prediction with 1.9M reactions from USPTO patents (1976-2016). The task is: Predict the product of the given reaction. (1) Given the reactants CC1N=C([C:7]2C=CC=[CH:12][C:8]=2[C:9](O)=O)ON=1.CC1C=CC([C:21]([OH:23])=[O:22])=C(N2N=CC=N2)N=1.Cl.[F:32][C:33]([F:50])([F:49])[C:34]1[CH:39]=[CH:38][N:37]=[C:36]([O:40][CH2:41][CH:42]2[CH2:47][CH:46]3[NH:48][CH:43]2[CH2:44][CH2:45]3)[N:35]=1, predict the reaction product. The product is: [F:50][C:33]([F:49])([F:32])[C:34]1[CH:39]=[CH:38][N:37]=[C:36]([O:40][CH2:41][CH:42]2[CH2:47][CH:46]3[N:48]([C:21]([O:23][C:8]([CH3:7])([CH3:9])[CH3:12])=[O:22])[CH:43]2[CH2:44][CH2:45]3)[N:35]=1. (2) Given the reactants [CH2:1]([O:8][CH2:9][C:10]([OH:12])=O)[C:2]1[CH:7]=[CH:6][CH:5]=[CH:4][CH:3]=1.C(Cl)CCl.C1C=CC2N(O)N=NC=2C=1.CN(C=O)C.[F:32][C:33]([F:42])([F:41])[C:34]1[CH:35]=[C:36]([CH:38]=[CH:39][CH:40]=1)[NH2:37], predict the reaction product. The product is: [CH2:1]([O:8][CH2:9][C:10]([NH:37][C:36]1[CH:38]=[CH:39][CH:40]=[C:34]([C:33]([F:32])([F:41])[F:42])[CH:35]=1)=[O:12])[C:2]1[CH:3]=[CH:4][CH:5]=[CH:6][CH:7]=1.